Predict the reaction yield, written as a fraction of the theoretical maximum amount of product (1.0 means a 100% yield; for example, 0.34 means a 34% yield). From a dataset of Reaction yield outcomes from USPTO patents with 853,638 reactions. (1) The reactants are OO.[Cl:3][C:4]1[N:5]=[N:6][C:7]([Cl:10])=[CH:8][CH:9]=1.C1(=O)OC(=[O:15])C=C1.C(O)(=O)/C=C/C.[OH-].[Na+]. The catalyst is ClCCl.ClC1C=CC=CC=1. The product is [Cl:3][C:4]1[N:5]=[N+:6]([O-:15])[C:7]([Cl:10])=[CH:8][CH:9]=1. The yield is 0.638. (2) The reactants are Br[C:2]1[C:7]2[CH:8]=[C:9]([C:11]3[CH:16]=[CH:15][C:14]([O:17][CH3:18])=[CH:13][CH:12]=3)[O:10][C:6]=2[CH:5]=[CH:4][C:3]=1[O:19][CH3:20].[Cu][C:22]#[N:23]. The catalyst is CN(C=O)C. The product is [CH3:20][O:19][C:3]1[C:2]([C:22]#[N:23])=[C:7]2[CH:8]=[C:9]([C:11]3[CH:16]=[CH:15][C:14]([O:17][CH3:18])=[CH:13][CH:12]=3)[O:10][C:6]2=[CH:5][CH:4]=1. The yield is 0.618. (3) The reactants are [NH2:1][CH:2]1[CH2:7][CH2:6][N:5]([CH2:8][CH:9]2[N:19]3[C:20]4[N:11]([C:12](=[O:22])[CH:13]=[CH:14][C:15]=4[N:16]=[CH:17][C:18]3=[O:21])[CH2:10]2)[CH2:4][CH2:3]1.[S:23]1[C:32]2[CH:31]=[C:30]([CH:33]=O)[N:29]=[CH:28][C:27]=2[O:26][CH2:25][CH2:24]1.C(O[BH-](OC(=O)C)OC(=O)C)(=O)C.[Na+]. The catalyst is C(Cl)(Cl)Cl.CO. The product is [S:23]1[C:32]2[CH:31]=[C:30]([CH2:33][NH:1][CH:2]3[CH2:7][CH2:6][N:5]([CH2:8][C@@H:9]4[N:19]5[C:20]6[N:11]([C:12](=[O:22])[CH:13]=[CH:14][C:15]=6[N:16]=[CH:17][C:18]5=[O:21])[CH2:10]4)[CH2:4][CH2:3]3)[N:29]=[CH:28][C:27]=2[O:26][CH2:25][CH2:24]1. The yield is 0.420. (4) The reactants are Cl[C:2]1[S:3][C:4]2[CH:10]=[CH:9][CH:8]=[C:7]([Cl:11])[C:5]=2[N:6]=1.[NH2:12][C:13]1[CH:18]=[C:17]([Cl:19])[C:16]([OH:20])=[C:15]([Cl:21])[CH:14]=1.C([O-])([O-])=O.[K+].[K+]. The catalyst is CS(C)=O.CCOC(C)=O. The product is [Cl:19][C:17]1[CH:18]=[C:13]([NH2:12])[CH:14]=[C:15]([Cl:21])[C:16]=1[O:20][C:2]1[S:3][C:4]2[CH:10]=[CH:9][CH:8]=[C:7]([Cl:11])[C:5]=2[N:6]=1. The yield is 0.330. (5) The reactants are [Cl:1][C:2]1[CH:12]=[C:11]([Cl:13])[CH:10]=[CH:9][C:3]=1[O:4][CH2:5][C:6]([OH:8])=O.[CH3:14][C:15]1[N:16]=[C:17]([NH2:26])[S:18][C:19]=1[CH2:20][CH2:21][O:22][N+:23]([O-:25])=[O:24]. No catalyst specified. The product is [Cl:1][C:2]1[CH:12]=[C:11]([Cl:13])[CH:10]=[CH:9][C:3]=1[O:4][CH2:5][C:6]([NH:26][C:17]1[S:18][C:19]([CH2:20][CH2:21][O:22][N+:23]([O-:25])=[O:24])=[C:15]([CH3:14])[N:16]=1)=[O:8]. The yield is 0.770. (6) The reactants are C(N(CC)CC)C.[CH3:8][S:9](Cl)(=[O:11])=[O:10].[CH2:13]([O:17][C:18]1[CH:23]=[CH:22][C:21]([S:24]([NH:27][CH2:28][C:29]([N:38]2[CH2:43][CH2:42][NH:41][CH2:40][CH2:39]2)([C:34]([O:36][CH3:37])=[O:35])[C:30]([O:32][CH3:33])=[O:31])(=[O:26])=[O:25])=[CH:20][CH:19]=1)[C:14]#[C:15][CH3:16]. The catalyst is ClCCl. The product is [CH2:13]([O:17][C:18]1[CH:23]=[CH:22][C:21]([S:24]([NH:27][CH2:28][C:29]([N:38]2[CH2:39][CH2:40][N:41]([S:9]([CH3:8])(=[O:11])=[O:10])[CH2:42][CH2:43]2)([C:30]([O:32][CH3:33])=[O:31])[C:34]([O:36][CH3:37])=[O:35])(=[O:26])=[O:25])=[CH:20][CH:19]=1)[C:14]#[C:15][CH3:16]. The yield is 0.580. (7) The reactants are [NH2:1][C:2]1[C:7]([NH2:8])=[C:6]([NH:9][C@@H:10]2[C@@H:15]3[CH2:16][C@@H:12]([CH:13]=[CH:14]3)[C@@H:11]2[C:17]([NH2:19])=[O:18])[C:5]([Cl:20])=[CH:4][N:3]=1.[CH3:21][O:22][C:23]1[N:28]=[C:27]([CH:29]=O)[CH:26]=[CH:25][CH:24]=1.C([O-])(=O)C.[NH4+]. No catalyst specified. The product is [Cl:20][C:5]1[C:6]([NH:9][C@@H:10]2[C@@H:15]3[CH2:16][C@@H:12]([CH:13]=[CH:14]3)[C@@H:11]2[C:17]([NH2:19])=[O:18])=[C:7]2[N:8]=[C:29]([C:27]3[CH:26]=[CH:25][CH:24]=[C:23]([O:22][CH3:21])[N:28]=3)[NH:1][C:2]2=[N:3][CH:4]=1. The yield is 0.190. (8) The reactants are O[C:2]1([C:23]2[CH:28]=[CH:27][CH:26]=[C:25]([CH3:29])[CH:24]=2)[C:6]2[CH:7]=[C:8]([NH:13][C:14](=[O:20])[CH2:15][C:16]([CH3:19])([CH3:18])[CH3:17])[C:9]([CH3:12])=[C:10]([CH3:11])[C:5]=2[O:4][C:3]1([CH3:22])[CH3:21]. The catalyst is C(OCC)(=O)C.CCCCCC. The product is [CH3:17][C:16]([CH3:19])([CH3:18])[CH2:15][C:14]([NH:13][C:8]1[C:9]([CH3:12])=[C:10]([CH3:11])[C:5]2[O:4][C:3]([CH3:21])([CH3:22])[CH:2]([C:23]3[CH:28]=[CH:27][CH:26]=[C:25]([CH3:29])[CH:24]=3)[C:6]=2[CH:7]=1)=[O:20]. The yield is 0.870. (9) The reactants are [C:1]([C:3]1[CH:8]=[CH:7][C:6]([S:9]([NH:12][C:13]2[CH:14]=[CH:15][CH:16]=[C:17]3[C:22]=2[N:21]=[CH:20][CH:19]=[CH:18]3)(=[O:11])=[O:10])=[C:5]([N+:23]([O-])=O)[CH:4]=1)#[N:2].Cl[Sn]Cl. The catalyst is Cl.CCO. The product is [NH2:23][C:5]1[CH:4]=[C:3]([C:1]#[N:2])[CH:8]=[CH:7][C:6]=1[S:9]([NH:12][C:13]1[CH:14]=[CH:15][CH:16]=[C:17]2[C:22]=1[N:21]=[CH:20][CH:19]=[CH:18]2)(=[O:11])=[O:10]. The yield is 0.610.